Dataset: Catalyst prediction with 721,799 reactions and 888 catalyst types from USPTO. Task: Predict which catalyst facilitates the given reaction. (1) Reactant: [C:1]([O:5][C:6]([N:8]1[CH2:13][CH2:12][N:11]([C:14]2[N:22]=[C:21]([Cl:23])[N:20]=[C:19]3[C:15]=2[N:16]=[C:17](Cl)[N:18]3[CH3:24])[CH2:10][CH2:9]1)=[O:7])([CH3:4])([CH3:3])[CH3:2].C([O-])(=[O:28])C.[Na+].C(=O)(O)[O-].[Na+].Cl. Product: [C:1]([O:5][C:6]([N:8]1[CH2:13][CH2:12][N:11]([C:14]2[N:22]=[C:21]([Cl:23])[N:20]=[C:19]3[C:15]=2[NH:16][C:17](=[O:28])[N:18]3[CH3:24])[CH2:10][CH2:9]1)=[O:7])([CH3:4])([CH3:3])[CH3:2]. The catalyst class is: 58. (2) Reactant: C(O[C:4]([N:6]1[CH2:11][C:10](=[O:12])[C:9]2[CH:13]=[CH:14][O:15][C:8]=2[CH2:7]1)=O)C.[H-].[Al+3].[Li+].[H-].[H-].[H-]. Product: [CH3:4][N:6]1[CH2:11][CH:10]([OH:12])[C:9]2[CH:13]=[CH:14][O:15][C:8]=2[CH2:7]1. The catalyst class is: 1. (3) Reactant: C(OC([NH:8][C@@H:9]([C@@H:43]([CH3:46])[CH2:44][CH3:45])[C:10]([N:12]([C@@H:14]([CH:40]([CH3:42])[CH3:41])[CH2:15][C@H:16]([C:18]1[S:19][CH:20]=[C:21]([C:23]([NH:25][C@@H:26]([CH2:33][C:34]2[CH:39]=[CH:38][CH:37]=[CH:36][CH:35]=2)[CH2:27][C@H:28]([CH3:32])[C:29]([OH:31])=[O:30])=[O:24])[N:22]=1)[OH:17])[CH3:13])=[O:11])=O)(C)(C)C.[ClH:47]. Product: [ClH:47].[NH2:8][C@@H:9]([C@@H:43]([CH3:46])[CH2:44][CH3:45])[C:10]([N:12]([C@@H:14]([CH:40]([CH3:41])[CH3:42])[CH2:15][C@H:16]([C:18]1[S:19][CH:20]=[C:21]([C:23]([NH:25][C@@H:26]([CH2:33][C:34]2[CH:35]=[CH:36][CH:37]=[CH:38][CH:39]=2)[CH2:27][C@H:28]([CH3:32])[C:29]([OH:31])=[O:30])=[O:24])[N:22]=1)[OH:17])[CH3:13])=[O:11]. The catalyst class is: 12. (4) The catalyst class is: 12. Reactant: [Cl:1][C:2]1[CH:7]=[CH:6][C:5]([C:8]2[NH:9][C:10]3[N:11]([N:15]=[C:16]([O:26][CH3:27])[C:17]=3[C:18](/[N:20]=[C:21](/[N:23](C)C)\[CH3:22])=[O:19])[C:12](=[O:14])[CH:13]=2)=[CH:4][CH:3]=1.NO.Cl.[OH-].[Na+].CC(O)=O. Product: [Cl:1][C:2]1[CH:7]=[CH:6][C:5]([C:8]2[NH:9][C:10]3[N:11]([N:15]=[C:16]([O:26][CH3:27])[C:17]=3[C:18]3[O:19][N:23]=[C:21]([CH3:22])[N:20]=3)[C:12](=[O:14])[CH:13]=2)=[CH:4][CH:3]=1. (5) Reactant: [Cl:1][C:2]1[CH:3]=[C:4]([C:10]2[CH:11]=[CH:12][C:13](=[O:31])[N:14]([CH2:16][CH2:17][O:18][C:19]3[C:28]4[C:23](=[CH:24][C:25]([O:29][CH3:30])=[CH:26][CH:27]=4)[N:22]=[CH:21][CH:20]=3)[N:15]=2)[CH:5]=[CH:6][C:7]=1[CH2:8]O.CS(Cl)(=O)=O.[N-:37]=[N+:38]=[N-:39].[Na+]. Product: [N:37]([CH2:8][C:7]1[CH:6]=[CH:5][C:4]([C:10]2[CH:11]=[CH:12][C:13](=[O:31])[N:14]([CH2:16][CH2:17][O:18][C:19]3[C:28]4[C:23](=[CH:24][C:25]([O:29][CH3:30])=[CH:26][CH:27]=4)[N:22]=[CH:21][CH:20]=3)[N:15]=2)=[CH:3][C:2]=1[Cl:1])=[N+:38]=[N-:39]. The catalyst class is: 34. (6) The catalyst class is: 14. Product: [Br:13][C:14]1[CH:15]=[C:16]([C:20]2[N:21]=[C:1]([CH2:2][CH2:3][CH3:4])[NH:6][N:7]=2)[CH:17]=[CH:18][CH:19]=1. Reactant: [C:1]([NH:6][NH2:7])(=O)[CH2:2][CH2:3][CH3:4].C([O-])(=O)C.[NH4+].[Br:13][C:14]1[CH:15]=[C:16]([C:20](SC)=[NH:21])[CH:17]=[CH:18][CH:19]=1. (7) Reactant: Cl[CH2:2][CH2:3][CH2:4][CH2:5][CH:6]([C:19]1[NH:23][N:22]=[C:21]([NH:24][C:25]2[CH:30]=[C:29]([F:31])[C:28]([N:32]3[CH:36]=[N:35][C:34]([CH3:37])=[N:33]3)=[CH:27][CH:26]=2)[N:20]=1)[C:7]1[CH:12]=[CH:11][C:10]([O:13][CH2:14][C:15]([F:18])([F:17])[F:16])=[CH:9][CH:8]=1.[I-].[Na+]. Product: [F:31][C:29]1[CH:30]=[C:25]([NH:24][C:21]2[N:20]=[C:19]3[CH:6]([C:7]4[CH:12]=[CH:11][C:10]([O:13][CH2:14][C:15]([F:18])([F:17])[F:16])=[CH:9][CH:8]=4)[CH2:5][CH2:4][CH2:3][CH2:2][N:23]3[N:22]=2)[CH:26]=[CH:27][C:28]=1[N:32]1[CH:36]=[N:35][C:34]([CH3:37])=[N:33]1. The catalyst class is: 21. (8) Reactant: [F:1][C:2]1([F:43])[CH2:6][C@H:5]([O:7][C:8]2[C:13]([CH3:14])=[CH:12][C:11]([S:15]([N:18](CC3C=CC(OC)=CC=3OC)[C:19]3[CH:24]=[CH:23][N:22]=[CH:21][N:20]=3)(=[O:17])=[O:16])=[C:10]([F:36])[CH:9]=2)[C@@H:4]([C:37]2[N:41]([CH3:42])[N:40]=[CH:39][CH:38]=2)[CH2:3]1.C([SiH](CC)CC)C.FC(F)(F)C(O)=O. Product: [F:43][C:2]1([F:1])[CH2:6][C@H:5]([O:7][C:8]2[C:13]([CH3:14])=[CH:12][C:11]([S:15]([NH:18][C:19]3[CH:24]=[CH:23][N:22]=[CH:21][N:20]=3)(=[O:16])=[O:17])=[C:10]([F:36])[CH:9]=2)[C@@H:4]([C:37]2[N:41]([CH3:42])[N:40]=[CH:39][CH:38]=2)[CH2:3]1. The catalyst class is: 4. (9) Reactant: [Cl:1][C:2]1[CH:10]=[CH:9][C:8]([C:11]2[N:12]([CH3:23])[C:13]3[C:18]([CH:19]=2)=[CH:17][C:16]([C:20](O)=[O:21])=[CH:15][CH:14]=3)=[C:7]2[C:3]=1[CH2:4][NH:5][C:6]2=[O:24].CCN=C=NCCCN(C)C.C1C=C2N=NN(O)C2=CC=1.O.[OH:47][CH2:48][CH2:49][N:50]1[CH2:55][CH2:54][NH:53][CH2:52][CH2:51]1. Product: [Cl:1][C:2]1[CH:10]=[CH:9][C:8]([C:11]2[N:12]([CH3:23])[C:13]3[C:18]([CH:19]=2)=[CH:17][C:16]([C:20]([N:53]2[CH2:54][CH2:55][N:50]([CH2:49][CH2:48][OH:47])[CH2:51][CH2:52]2)=[O:21])=[CH:15][CH:14]=3)=[C:7]2[C:3]=1[CH2:4][NH:5][C:6]2=[O:24]. The catalyst class is: 248. (10) Reactant: [NH:1]1[CH2:6][CH2:5][NH:4][CH2:3][CH2:2]1.[Cl:7][C:8]1[C:13]([C:14]([F:17])([F:16])[F:15])=[CH:12][CH:11]=[C:10](Cl)[N:9]=1.Cl.N1CCNCC1. Product: [Cl:7][C:8]1[N:9]=[C:10]([N:1]2[CH2:6][CH2:5][NH:4][CH2:3][CH2:2]2)[CH:11]=[CH:12][C:13]=1[C:14]([F:17])([F:15])[F:16]. The catalyst class is: 8.